From a dataset of Reaction yield outcomes from USPTO patents with 853,638 reactions. Predict the reaction yield, written as a fraction of the theoretical maximum amount of product (1.0 means a 100% yield; for example, 0.34 means a 34% yield). (1) The reactants are CN(C(ON1N=NC2C=CC=NC1=2)=[N+](C)C)C.F[P-](F)(F)(F)(F)F.CCN(C(C)C)C(C)C.[CH:34]([C:36]1[CH:41]=[CH:40][C:39](/[CH:42]=[CH:43]/[C:44]#[C:45][C:46]2[CH:54]=[CH:53][C:49]([C:50]([OH:52])=O)=[CH:48][CH:47]=2)=[CH:38][CH:37]=1)=[O:35].Cl.[CH3:56][NH:57][C:58](=[O:66])[C@H:59]([C:62](=[O:65])[O:63][CH3:64])[NH:60][CH3:61]. The catalyst is O.C(OCC)(=O)C.CN(C=O)C. The product is [CH:34]([C:36]1[CH:37]=[CH:38][C:39](/[CH:42]=[CH:43]/[C:44]#[C:45][C:46]2[CH:47]=[CH:48][C:49]([C:50](=[O:52])[N:60]([CH:59]([C:58]([NH:57][CH3:56])=[O:66])[C:62]([O:63][CH3:64])=[O:65])[CH3:61])=[CH:53][CH:54]=2)=[CH:40][CH:41]=1)=[O:35]. The yield is 0.740. (2) The reactants are [CH3:1][O:2][C:3]1[C:7]2[C:8](=[O:25])[N:9]([CH2:16][C:17](=[O:24])[C:18]3[CH:23]=[CH:22][CH:21]=[CH:20][CH:19]=3)[C:10]3[CH:11]=[CH:12][CH:13]=[CH:14][C:15]=3[C:6]=2[N:5]([CH3:26])[C:4]=1[C:27]([NH:29][CH:30]1[CH2:35][CH2:34][NH:33][CH2:32][CH2:31]1)=[O:28].C(N(CC)CC)C.C1COCC1.[C:48]1(=[O:52])[O:51][CH2:50][CH2:49]1. The catalyst is C(OCC)(=O)C. The product is [OH:52][CH2:48][CH2:49][C:50]([N:33]1[CH2:32][CH2:31][CH:30]([NH:29][C:27]([C:4]2[N:5]([CH3:26])[C:6]3[C:15]4[CH:14]=[CH:13][CH:12]=[CH:11][C:10]=4[N:9]([CH2:16][C:17](=[O:24])[C:18]4[CH:23]=[CH:22][CH:21]=[CH:20][CH:19]=4)[C:8](=[O:25])[C:7]=3[C:3]=2[O:2][CH3:1])=[O:28])[CH2:35][CH2:34]1)=[O:51]. The yield is 0.300.